Dataset: Full USPTO retrosynthesis dataset with 1.9M reactions from patents (1976-2016). Task: Predict the reactants needed to synthesize the given product. (1) The reactants are: [CH3:1][O:2][C:3](=[O:15])[CH2:4][C:5]1[CH:10]=[CH:9][C:8]([C:11]#[N:12])=[C:7](F)[C:6]=1[Cl:14].[C:16](=O)([O-])[O-:17].[K+].[K+]. Given the product [CH3:1][O:2][C:3](=[O:15])[CH2:4][C:5]1[CH:10]=[CH:9][C:8]([C:11]#[N:12])=[C:7]([O:17][CH3:16])[C:6]=1[Cl:14], predict the reactants needed to synthesize it. (2) Given the product [Cl:1][C:2]1[CH:7]=[CH:6][CH:5]=[C:4]([F:8])[C:3]=1[NH:9][C:10]1[NH:22][C:21]2[C:16]3[N:17]=[C:18]([CH3:20])[O:19][C:15]=3[C:14]([C:23]([NH:35][C:34]3[CH:36]=[CH:37][C:31]([F:30])=[CH:32][CH:33]=3)=[O:25])=[CH:13][C:12]=2[N:11]=1, predict the reactants needed to synthesize it. The reactants are: [Cl:1][C:2]1[CH:7]=[CH:6][CH:5]=[C:4]([F:8])[C:3]=1[NH:9][C:10]1[NH:22][C:21]2[C:16]3[N:17]=[C:18]([CH3:20])[O:19][C:15]=3[C:14]([C:23]([OH:25])=O)=[CH:13][C:12]=2[N:11]=1.S(Cl)(Cl)=O.[F:30][C:31]1[CH:37]=[CH:36][C:34]([NH2:35])=[CH:33][CH:32]=1.[H-].[Na+]. (3) Given the product [Br:11][C:5]1[CH:6]=[C:7]([Cl:10])[CH:8]=[CH:9][C:4]=1[N:1]1[CH:14]=[C:13]([C:12]([O:16][C:17]([CH3:20])([CH3:19])[CH3:18])=[O:15])[N:3]=[N:2]1, predict the reactants needed to synthesize it. The reactants are: [N:1]([C:4]1[CH:9]=[CH:8][C:7]([Cl:10])=[CH:6][C:5]=1[Br:11])=[N+:2]=[N-:3].[C:12]([O:16][C:17]([CH3:20])([CH3:19])[CH3:18])(=[O:15])[C:13]#[CH:14]. (4) Given the product [Cl:12][C:8]1[CH:7]=[C:6]2[C:11]([C:2]([NH:19][C@H:16]3[CH2:17][CH2:18][C@@H:13]([NH2:20])[CH2:14][CH2:15]3)=[CH:3][CH:4]=[N:5]2)=[CH:10][CH:9]=1, predict the reactants needed to synthesize it. The reactants are: Cl[C:2]1[C:11]2[C:6](=[CH:7][C:8]([Cl:12])=[CH:9][CH:10]=2)[N:5]=[CH:4][CH:3]=1.[CH:13]1([NH2:20])[CH2:18][CH2:17][CH:16]([NH2:19])[CH2:15][CH2:14]1.